Dataset: Catalyst prediction with 721,799 reactions and 888 catalyst types from USPTO. Task: Predict which catalyst facilitates the given reaction. (1) Reactant: [NH2:1][CH2:2][C@H:3]([C:5]1[CH:10]=[CH:9][C:8]([Cl:11])=[CH:7][CH:6]=1)[OH:4]. Product: [NH2:1][CH2:2][C@@H:3]([C:5]1[CH:10]=[CH:9][C:8]([Cl:11])=[CH:7][CH:6]=1)[OH:4]. The catalyst class is: 14. (2) Reactant: [Br:1][C:2]1[CH:9]=[CH:8][C:5]([CH:6]=O)=[C:4](F)[CH:3]=1.[C:11]([NH2:14])(=[NH:13])[CH3:12]. Product: [Br:1][C:2]1[CH:3]=[C:4]2[C:5]([CH:6]=[N:13][C:11]([CH3:12])=[N:14]2)=[CH:8][CH:9]=1. The catalyst class is: 44. (3) Reactant: CO.O.[CH3:4][C:5]1[N:9]([S:10]([C:13]2[CH:18]=[CH:17][C:16]([S:19]([CH3:22])(=[O:21])=[O:20])=[CH:15][CH:14]=2)(=[O:12])=[O:11])[C:8]2[S:23][CH:24]=[CH:25][C:7]=2[C:6]=1[CH2:26][C:27]([O:29]C)=[O:28].[OH-].[K+]. Product: [CH3:4][C:5]1[N:9]([S:10]([C:13]2[CH:18]=[CH:17][C:16]([S:19]([CH3:22])(=[O:21])=[O:20])=[CH:15][CH:14]=2)(=[O:11])=[O:12])[C:8]2[S:23][CH:24]=[CH:25][C:7]=2[C:6]=1[CH2:26][C:27]([OH:29])=[O:28]. The catalyst class is: 52. (4) Reactant: [CH3:1][C:2]([S@@:5](/[N:7]=[CH:8]/[C:9]1[C:14]([C:15]([F:18])([F:17])[F:16])=[CH:13][CH:12]=[CH:11][N:10]=1)=[O:6])([CH3:4])[CH3:3].[Cl:19][C:20]1[CH:21]=[C:22]([Mg]Br)[CH:23]=[CH:24][C:25]=1[Cl:26].[NH4+].[Cl-].O. Product: [Cl:19][C:20]1[CH:21]=[C:22]([C@@H:8]([C:9]2[C:14]([C:15]([F:18])([F:16])[F:17])=[CH:13][CH:12]=[CH:11][N:10]=2)[NH:7][S@:5]([C:2]([CH3:1])([CH3:3])[CH3:4])=[O:6])[CH:23]=[CH:24][C:25]=1[Cl:26]. The catalyst class is: 49.